From a dataset of Catalyst prediction with 721,799 reactions and 888 catalyst types from USPTO. Predict which catalyst facilitates the given reaction. (1) Reactant: CC(C)([O-])C.[K+].[Br-].[CH3:8][O:9][C:10]([C:12]1[CH:37]=[CH:36][C:15]([CH2:16][P+](C2C=CC=CC=2)(C2C=CC=CC=2)C2C=CC=CC=2)=[CH:14][CH:13]=1)=[O:11].[CH:38](=O)[CH2:39][CH2:40][CH3:41]. Product: [CH:16]([C:15]1[CH:14]=[CH:13][C:12]([C:10]([O:9][CH3:8])=[O:11])=[CH:37][CH:36]=1)=[CH:38][CH2:39][CH2:40][CH3:41]. The catalyst class is: 49. (2) Reactant: [Cl:1][C:2]1[CH:3]=[C:4]([C:13](OC)=[O:14])[C:5]2[O:9][C:8]([CH3:11])([CH3:10])[CH2:7][C:6]=2[CH:12]=1.[H-].[H-].[H-].[H-].[Li+].[Al+3]. Product: [Cl:1][C:2]1[CH:3]=[C:4]([CH2:13][OH:14])[C:5]2[O:9][C:8]([CH3:11])([CH3:10])[CH2:7][C:6]=2[CH:12]=1. The catalyst class is: 1. (3) Product: [F:1][C:2]1[C:3]([NH:24][C:25]2[CH:30]=[CH:29][C:28]([I:31])=[CH:27][C:26]=2[F:32])=[C:4]([CH:12]=[C:13]([CH2:16][NH:17][O:18][CH2:19][CH2:20][S:21]([CH3:23])(=[O:36])=[O:22])[C:14]=1[F:15])[C:5]([NH:7][O:8][CH2:9][CH2:10][OH:11])=[O:6]. Reactant: [F:1][C:2]1[C:3]([NH:24][C:25]2[CH:30]=[CH:29][C:28]([I:31])=[CH:27][C:26]=2[F:32])=[C:4]([CH:12]=[C:13]([CH2:16][NH:17][O:18][CH2:19][CH2:20][S:21]([CH3:23])=[O:22])[C:14]=1[F:15])[C:5]([NH:7][O:8][CH2:9][CH2:10][OH:11])=[O:6].CO.I([O-])(=O)(=O)=[O:36].[Na+]. The catalyst class is: 6.